This data is from Reaction yield outcomes from USPTO patents with 853,638 reactions. The task is: Predict the reaction yield, written as a fraction of the theoretical maximum amount of product (1.0 means a 100% yield; for example, 0.34 means a 34% yield). (1) The reactants are C([O:3][C:4]([C:6]1[N:7]=[C:8]2[CH:13]=[CH:12][C:11]([N:14]3[CH2:19][CH2:18][N:17]([C:20](=[O:32])[C:21]4[CH:26]=[C:25]([F:27])[CH:24]=[CH:23][C:22]=4[C:28]([F:31])([F:30])[F:29])[CH2:16][CH2:15]3)=[N:10][N:9]2[CH:33]=1)=O)C.[CH2:34]([NH2:39])[CH2:35][CH:36]([CH3:38])[CH3:37].[C-]#N.[Na+]. No catalyst specified. The product is [CH3:37][CH:36]([CH3:38])[CH2:35][CH2:34][NH:39][C:4]([C:6]1[N:7]=[C:8]2[CH:13]=[CH:12][C:11]([N:14]3[CH2:15][CH2:16][N:17]([C:20](=[O:32])[C:21]4[CH:26]=[C:25]([F:27])[CH:24]=[CH:23][C:22]=4[C:28]([F:31])([F:30])[F:29])[CH2:18][CH2:19]3)=[N:10][N:9]2[CH:33]=1)=[O:3]. The yield is 0.850. (2) The reactants are [F:1][C:2]1[CH:3]=[C:4]([C:8]2[S:9][C:10]([NH:14][C:15](=[O:21])[O:16][C:17]([CH3:20])([CH3:19])[CH3:18])=[C:11]([I:13])[N:12]=2)[CH:5]=[N:6][CH:7]=1.[H-].[Na+].I[CH3:25]. The catalyst is CN(C=O)C. The product is [F:1][C:2]1[CH:3]=[C:4]([C:8]2[S:9][C:10]([N:14]([CH3:25])[C:15](=[O:21])[O:16][C:17]([CH3:18])([CH3:20])[CH3:19])=[C:11]([I:13])[N:12]=2)[CH:5]=[N:6][CH:7]=1. The yield is 0.910.